Dataset: Forward reaction prediction with 1.9M reactions from USPTO patents (1976-2016). Task: Predict the product of the given reaction. (1) Given the reactants [N+](C1C=CC([O:10][C:11]([N:13]2[CH:18]([C:19]3[CH:24]=[CH:23][C:22]([F:25])=[C:21]([F:26])[CH:20]=3)[C:17]([C:27]([O:29][CH3:30])=[O:28])=[C:16]([CH2:31][O:32][CH3:33])[NH:15][C:14]2=[O:34])=O)=CC=1)([O-])=O.[C:35]1([C:41]2([C:51]3[O:52][CH:53]=[CH:54][CH:55]=3)[CH2:46][CH2:45][N:44]([CH2:47][CH2:48][CH2:49][NH2:50])[CH2:43][CH2:42]2)[CH:40]=[CH:39][CH:38]=[CH:37][CH:36]=1, predict the reaction product. The product is: [CH3:30][O:29][C:27]([C:17]1[CH:18]([C:19]2[CH:24]=[CH:23][C:22]([F:25])=[C:21]([F:26])[CH:20]=2)[N:13]([C:11](=[O:10])[NH:50][CH2:49][CH2:48][CH2:47][N:44]2[CH2:45][CH2:46][C:41]([C:35]3[CH:36]=[CH:37][CH:38]=[CH:39][CH:40]=3)([C:51]3[O:52][CH:53]=[CH:54][CH:55]=3)[CH2:42][CH2:43]2)[C:14](=[O:34])[NH:15][C:16]=1[CH2:31][O:32][CH3:33])=[O:28]. (2) The product is: [CH:13]1[C:14]2[C:9](=[CH:8][C:7]([NH:6][C:4](=[O:5])[CH:3]([C:17]3[CH:22]=[CH:21][C:20]([CH2:23][O:24][Si:25]([CH:26]([CH3:28])[CH3:27])([CH:32]([CH3:34])[CH3:33])[CH:29]([CH3:31])[CH3:30])=[CH:19][CH:18]=3)[CH2:2][NH:1][C:40](=[O:41])[O:39][C:36]([CH3:38])([CH3:37])[CH3:35])=[CH:16][CH:15]=2)[CH:10]=[CH:11][N:12]=1. Given the reactants [NH2:1][CH2:2][CH:3]([C:17]1[CH:22]=[CH:21][C:20]([CH2:23][O:24][Si:25]([CH:32]([CH3:34])[CH3:33])([CH:29]([CH3:31])[CH3:30])[CH:26]([CH3:28])[CH3:27])=[CH:19][CH:18]=1)[C:4]([NH:6][C:7]1[CH:8]=[C:9]2[C:14](=[CH:15][CH:16]=1)[CH:13]=[N:12][CH:11]=[CH:10]2)=[O:5].[CH3:35][C:36]([O:39][C:40](O[C:40]([O:39][C:36]([CH3:38])([CH3:37])[CH3:35])=[O:41])=[O:41])([CH3:38])[CH3:37], predict the reaction product. (3) Given the reactants [Cl:1][C:2]1[CH:3]=[C:4]([NH:15][C:16]2[C:25]3[C:20](=[CH:21][C:22](F)=[C:23]([O:26][CH2:27][CH2:28][O:29][CH3:30])[CH:24]=3)[N:19]=[CH:18][C:17]=2[C:32]#[N:33])[CH:5]=[CH:6][C:7]=1[S:8][C:9]1[N:10]([CH3:14])[CH:11]=[CH:12][N:13]=1.[CH3:34][N:35]1[CH2:39][CH2:38][CH2:37][C:36]1=O, predict the reaction product. The product is: [Cl:1][C:2]1[CH:3]=[C:4]([NH:15][C:16]2[C:25]3[C:20](=[CH:21][C:22]([N:15]4[CH2:16][CH2:17][CH:34]([N:35]5[CH2:39][CH2:38][CH2:37][CH2:36]5)[CH2:3][CH2:4]4)=[C:23]([O:26][CH2:27][CH2:28][O:29][CH3:30])[CH:24]=3)[N:19]=[CH:18][C:17]=2[C:32]#[N:33])[CH:5]=[CH:6][C:7]=1[S:8][C:9]1[N:10]([CH3:14])[CH:11]=[CH:12][N:13]=1. (4) Given the reactants Br[C:2]1[N:10]2[C:5]([CH:6]=[N:7][C:8]([NH:11][C:12]3[CH:17]=[CH:16][C:15]([CH:18]4[CH2:23][CH2:22][N:21]([CH3:24])[CH2:20][CH2:19]4)=[CH:14][CH:13]=3)=[N:9]2)=[CH:4][CH:3]=1.CC1(C)C(C)(C)OB([C:33]2[CH:34]=[N:35][N:36]([CH2:38][CH2:39][C:40]#[N:41])[CH:37]=2)O1, predict the reaction product. The product is: [CH3:24][N:21]1[CH2:20][CH2:19][CH:18]([C:15]2[CH:14]=[CH:13][C:12]([NH:11][C:8]3[N:7]=[CH:6][C:5]4=[CH:4][CH:3]=[C:2]([C:33]5[CH:34]=[N:35][N:36]([CH2:38][CH2:39][C:40]#[N:41])[CH:37]=5)[N:10]4[N:9]=3)=[CH:17][CH:16]=2)[CH2:23][CH2:22]1. (5) Given the reactants [Br:1]N1C(=O)CCC1=O.[Cl:9][C:10]1[CH:30]=[CH:29][C:13]([CH2:14][NH:15][C:16]([C:18]2[C:19](=[O:28])[C:20]3[CH:27]=[CH:26][O:25][C:21]=3[N:22]([CH3:24])[CH:23]=2)=[O:17])=[CH:12][CH:11]=1, predict the reaction product. The product is: [Br:1][C:26]1[O:25][C:21]2[N:22]([CH3:24])[CH:23]=[C:18]([C:16]([NH:15][CH2:14][C:13]3[CH:12]=[CH:11][C:10]([Cl:9])=[CH:30][CH:29]=3)=[O:17])[C:19](=[O:28])[C:20]=2[CH:27]=1. (6) Given the reactants [F:1][C:2]([F:12])([C:7]1[CH:11]=[CH:10][NH:9][N:8]=1)[C:3]([F:6])([F:5])[F:4].[NH:13]1[CH2:17][CH2:16][CH2:15][CH2:14]1.[CH2:18]=O, predict the reaction product. The product is: [F:12][C:2]([F:1])([C:7]1[CH:11]=[CH:10][N:9]([CH2:18][N:13]2[CH2:17][CH2:16][CH2:15][CH2:14]2)[N:8]=1)[C:3]([F:6])([F:5])[F:4]. (7) Given the reactants [N:1]1([C:7]2[CH:12]=[CH:11][CH:10]=[CH:9][C:8]=2[C:13](=O)[CH3:14])[CH2:6][CH2:5][O:4][CH2:3][CH2:2]1.Cl.[CH3:17][O:18][NH2:19], predict the reaction product. The product is: [CH3:17][O:18][N:19]=[C:13]([C:8]1[CH:9]=[CH:10][CH:11]=[CH:12][C:7]=1[N:1]1[CH2:6][CH2:5][O:4][CH2:3][CH2:2]1)[CH3:14]. (8) Given the reactants [H-].[H-].[H-].[H-].[Li+].[Al+3].[CH2:7]([O:25][C:26]1[CH:27]=[C:28]([CH:70]2[CH2:74][S:73][S:72][CH2:71]2)[CH:29]=[C:30]([O:51][CH2:52][CH2:53][CH2:54][CH2:55][CH2:56][CH2:57][CH2:58][CH2:59][CH2:60][CH2:61][CH2:62][CH2:63][CH2:64][CH2:65][CH2:66][CH2:67][CH2:68][CH3:69])[C:31]=1OCCCCCCCCCCCCCCCCCC)[CH2:8][CH2:9][CH2:10][CH2:11][CH2:12][CH2:13][CH2:14][CH2:15][CH2:16][CH2:17][CH2:18][CH2:19][CH2:20][CH2:21][CH2:22][CH2:23][CH3:24], predict the reaction product. The product is: [CH2:7]([O:25][C:26]1[CH:27]=[C:28]([CH:70]([CH2:71][SH:72])[CH2:74][SH:73])[CH:29]=[C:30]([O:51][CH2:52][CH2:53][CH2:54][CH2:55][CH2:56][CH2:57][CH2:58][CH2:59][CH2:60][CH2:61][CH2:62][CH2:63][CH2:64][CH2:65][CH2:66][CH2:67][CH2:68][CH3:69])[CH:31]=1)[CH2:8][CH2:9][CH2:10][CH2:11][CH2:12][CH2:13][CH2:14][CH2:15][CH2:16][CH2:17][CH2:18][CH2:19][CH2:20][CH2:21][CH2:22][CH2:23][CH3:24]. (9) Given the reactants C(N(CC)CC)C.[F:8][C:9]([F:27])([F:26])[C:10]1[CH:15]=[CH:14][N:13]=[C:12]([NH:16][C:17](=[O:25])OC2C=CC=CC=2)[CH:11]=1.[NH2:28][C:29]1[CH:30]=[C:31]([CH:42]=[CH:43][CH:44]=1)[CH2:32][NH:33][C:34]1[C:35]([C:39]([NH2:41])=[O:40])=[N:36][NH:37][CH:38]=1, predict the reaction product. The product is: [F:27][C:9]([F:8])([F:26])[C:10]1[CH:15]=[CH:14][N:13]=[C:12]([NH:16][C:17](=[O:25])[NH:28][C:29]2[CH:30]=[C:31]([CH:42]=[CH:43][CH:44]=2)[CH2:32][NH:33][C:34]2[C:35]([C:39]([NH2:41])=[O:40])=[N:36][NH:37][CH:38]=2)[CH:11]=1. (10) Given the reactants C(OC([N:8]1[CH2:13][CH2:12][CH:11]([C:14]2[O:15][C:16]([C:19]3[C:20]([NH2:33])=[N:21][CH:22]=[C:23]([C:25]4[CH:30]=[CH:29][CH:28]=[C:27]([O:31][CH3:32])[CH:26]=4)[CH:24]=3)=[N:17][N:18]=2)[CH2:10][CH2:9]1)=O)(C)(C)C.Cl, predict the reaction product. The product is: [CH3:32][O:31][C:27]1[CH:26]=[C:25]([C:23]2[CH:24]=[C:19]([C:16]3[O:15][C:14]([CH:11]4[CH2:12][CH2:13][NH:8][CH2:9][CH2:10]4)=[N:18][N:17]=3)[C:20]([NH2:33])=[N:21][CH:22]=2)[CH:30]=[CH:29][CH:28]=1.